From a dataset of Full USPTO retrosynthesis dataset with 1.9M reactions from patents (1976-2016). Predict the reactants needed to synthesize the given product. (1) Given the product [Cl:20][C:21]1[C:26]([CH2:27][CH3:28])=[N:25][C:24]([C:14]2[CH:15]=[CH:16][C:17]([O:39][CH3:38])=[CH:18][C:19]=2[O:35][CH3:32])=[C:23]([CH2:30][CH3:31])[N:22]=1, predict the reactants needed to synthesize it. The reactants are: [CH:14]1[CH:19]=[CH:18][C:17](P([C:14]2[CH:19]=[CH:18][CH:17]=[CH:16][CH:15]=2)[C:14]2[CH:19]=[CH:18][CH:17]=[CH:16][CH:15]=2)=[CH:16][CH:15]=1.[Cl:20][C:21]1[C:26]([CH2:27][CH3:28])=[N:25][C:24](Cl)=[C:23]([CH2:30][CH3:31])[N:22]=1.[C:32]([O-:35])([O-])=O.[Na+].[Na+].[CH3:38][O:39]CCOC. (2) Given the product [CH:8]([N:11]1[C:15]([C:16]2[S:17][C:18]3[CH2:19][CH2:20][O:21][C:22]4[CH:29]=[C:28]([CH:30]5[CH2:35][CH2:34][N:33]([CH2:44][C:45]([NH2:47])=[O:46])[CH2:32][CH2:31]5)[CH:27]=[CH:26][C:23]=4[C:24]=3[N:25]=2)=[N:14][CH:13]=[N:12]1)([CH3:10])[CH3:9], predict the reactants needed to synthesize it. The reactants are: OC(C(F)(F)F)=O.[CH:8]([N:11]1[C:15]([C:16]2[S:17][C:18]3[CH2:19][CH2:20][O:21][C:22]4[CH:29]=[C:28]([CH:30]5[CH2:35][CH2:34][NH:33][CH2:32][CH2:31]5)[CH:27]=[CH:26][C:23]=4[C:24]=3[N:25]=2)=[N:14][CH:13]=[N:12]1)([CH3:10])[CH3:9].C(N(CC)CC)C.Br[CH2:44][C:45]([NH2:47])=[O:46]. (3) The reactants are: [C:1]1([CH3:26])[CH:6]=[C:5]([CH3:7])[CH:4]=[C:3]([CH3:8])[C:2]=1[NH:9][C:10]1[C:11]([O:24]C)=[N:12][C:13]([N:17]([CH2:21][CH2:22][CH3:23])[CH2:18][CH2:19][CH3:20])=[N:14][C:15]=1[CH3:16].I[CH3:28]. Given the product [CH2:18]([N:17]([CH2:21][CH2:22][CH3:23])[C:13]1[N:12]([CH3:28])[C:11](=[O:24])[C:10]([NH:9][C:2]2[C:3]([CH3:8])=[CH:4][C:5]([CH3:7])=[CH:6][C:1]=2[CH3:26])=[C:15]([CH3:16])[N:14]=1)[CH2:19][CH3:20], predict the reactants needed to synthesize it. (4) Given the product [Si:1]([O:8][CH:17]([CH2:30][CH2:31][CH2:32][CH2:33][CH2:34][CH2:35][CH3:36])/[CH:18]=[CH:19]/[C:20](/[C:26]([O:28][CH3:29])=[O:27])=[CH:21]/[C:22]([O:24][CH3:25])=[O:23])([C:4]([CH3:7])([CH3:6])[CH3:5])([CH3:3])[CH3:2], predict the reactants needed to synthesize it. The reactants are: [Si:1]([O:8]S(C(F)(F)F)(=O)=O)([C:4]([CH3:7])([CH3:6])[CH3:5])([CH3:3])[CH3:2].O[CH:17]([CH2:30][CH2:31][CH2:32][CH2:33][CH2:34][CH2:35][CH3:36])/[CH:18]=[CH:19]/[C:20](/[C:26]([O:28][CH3:29])=[O:27])=[CH:21]/[C:22]([O:24][CH3:25])=[O:23].CCN(CC)CC.CCOC(C)=O. (5) Given the product [Br:1][C:2]1[C:3]([N+:10]([O-:12])=[O:11])=[CH:4][C:5]([CH3:9])=[N+:6]([O-:8])[CH:7]=1, predict the reactants needed to synthesize it. The reactants are: [Br:1][C:2]1[CH:3]=[CH:4][C:5]([CH3:9])=[N+:6]([O-:8])[CH:7]=1.[N+:10]([O-])([OH:12])=[O:11]. (6) Given the product [NH:1]([C:13]([O:15][CH2:16][C:17]1[CH:18]=[CH:19][CH:20]=[CH:21][CH:22]=1)=[O:14])[CH2:2][C:3]([NH:30][CH2:23][C:24]1[CH:29]=[CH:28][CH:27]=[CH:26][CH:25]=1)=[O:5], predict the reactants needed to synthesize it. The reactants are: [NH:1]([C:13]([O:15][CH2:16][C:17]1[CH:22]=[CH:21][CH:20]=[CH:19][CH:18]=1)=[O:14])[CH2:2][C:3]([O:5]N1C(=O)CCC1=O)=O.[CH2:23]([NH2:30])[C:24]1[CH:29]=[CH:28][CH:27]=[CH:26][CH:25]=1. (7) Given the product [CH:1]1([O:6][C:7]2[CH:8]=[C:9]([C@@H:15]([C:23]3[CH:24]=[CH:25][CH:26]=[CH:27][CH:28]=3)[CH2:16][C:17]3[CH:22]=[CH:21][N:20]=[CH:19][CH:18]=3)[C:10]([I:29])=[CH:11][C:12]=2[O:13][CH3:14])[CH2:5][CH2:4][CH2:3][CH2:2]1, predict the reactants needed to synthesize it. The reactants are: [CH:1]1([O:6][C:7]2[CH:8]=[C:9]([C@@H:15]([C:23]3[CH:28]=[CH:27][CH:26]=[CH:25][CH:24]=3)[CH2:16][C:17]3[CH:22]=[CH:21][N:20]=[CH:19][CH:18]=3)[CH:10]=[CH:11][C:12]=2[O:13][CH3:14])[CH2:5][CH2:4][CH2:3][CH2:2]1.[I:29]I.CCOC(C)=O. (8) Given the product [C:18]1([C:2]2[CH:15]=[CH:14][C:13]3[C:12](=[O:16])[C:11]4[C:6](=[CH:7][CH:8]=[CH:9][CH:10]=4)[C:5](=[O:17])[C:4]=3[CH:3]=2)[CH:23]=[CH:22][CH:21]=[CH:20][CH:19]=1, predict the reactants needed to synthesize it. The reactants are: Cl[C:2]1[CH:15]=[CH:14][C:13]2[C:12](=[O:16])[C:11]3[C:6](=[CH:7][CH:8]=[CH:9][CH:10]=3)[C:5](=[O:17])[C:4]=2[CH:3]=1.[C:18]1(B(O)O)[CH:23]=[CH:22][CH:21]=[CH:20][CH:19]=1.[F-].[K+].C1(C)C=CC=CC=1. (9) Given the product [CH2:28]([O:1][C:2]1[C:3]([O:20][CH3:21])=[C:4]([C:10]2[CH:11]=[C:12]3[C:16](=[CH:17][CH:18]=2)[C:15](=[O:19])[O:14][CH2:13]3)[CH:5]=[CH:6][C:7]=1[O:8][CH3:9])[CH3:29], predict the reactants needed to synthesize it. The reactants are: [OH:1][C:2]1[C:3]([O:20][CH3:21])=[C:4]([C:10]2[CH:11]=[C:12]3[C:16](=[CH:17][CH:18]=2)[C:15](=[O:19])[O:14][CH2:13]3)[CH:5]=[CH:6][C:7]=1[O:8][CH3:9].C(=O)([O-])[O-].[K+].[K+].[CH2:28](I)[CH3:29].